This data is from Catalyst prediction with 721,799 reactions and 888 catalyst types from USPTO. The task is: Predict which catalyst facilitates the given reaction. Reactant: [F:1][C:2]1[CH:3]=[C:4]([CH2:9][C@H:10]([NH:44]C(=O)OC(C)(C)C)[C:11](=[O:43])[NH:12][C@H:13]2[CH2:34][O:33][C:32](=[O:35])[C@H:31]3[N:27]([CH2:28][CH2:29][CH2:30]3)[C:26](=[O:36])[C@H:25]([CH3:37])[NH:24][C:23](=[O:38])[C@H:22]([CH3:39])[N:21]([CH3:40])[C:20](=[O:41])[C@H:19]3[N:15]([CH2:16][CH2:17][CH2:18]3)[C:14]2=[O:42])[CH:5]=[C:6]([F:8])[CH:7]=1.O.[F:53][C:54]([F:59])([F:58])[C:55]([OH:57])=[O:56]. Product: [F:53][C:54]([F:59])([F:58])[C:55]([O-:57])=[O:56].[F:1][C:2]1[CH:3]=[C:4]([CH2:9][C@H:10]([NH3+:44])[C:11](=[O:43])[NH:12][C@H:13]2[CH2:34][O:33][C:32](=[O:35])[C@H:31]3[N:27]([CH2:28][CH2:29][CH2:30]3)[C:26](=[O:36])[C@H:25]([CH3:37])[NH:24][C:23](=[O:38])[C@H:22]([CH3:39])[N:21]([CH3:40])[C:20](=[O:41])[C@H:19]3[N:15]([CH2:16][CH2:17][CH2:18]3)[C:14]2=[O:42])[CH:5]=[C:6]([F:8])[CH:7]=1. The catalyst class is: 4.